This data is from Forward reaction prediction with 1.9M reactions from USPTO patents (1976-2016). The task is: Predict the product of the given reaction. (1) The product is: [Cl:21][CH2:22][CH2:23][CH2:24][CH2:25][CH:26]([C:27]1[NH:38][N:37]=[C:15]([NH:14][C:11]2[CH:12]=[CH:13][C:8]([N:6]3[CH:7]=[C:3]([Cl:2])[N:4]=[CH:5]3)=[C:9]([O:19][CH3:20])[CH:10]=2)[N:16]=1)[C:30]1[CH:35]=[CH:34][CH:33]=[C:32]([F:36])[CH:31]=1. Given the reactants I.[Cl:2][C:3]1[N:4]=[CH:5][N:6]([C:8]2[CH:13]=[CH:12][C:11]([NH:14][C:15](SC)=[NH:16])=[CH:10][C:9]=2[O:19][CH3:20])[CH:7]=1.[Cl:21][CH2:22][CH2:23][CH2:24][CH2:25][CH:26]([C:30]1[CH:35]=[CH:34][CH:33]=[C:32]([F:36])[CH:31]=1)[C:27](O)=O.[NH2:37][NH2:38], predict the reaction product. (2) Given the reactants [Cl:1][S:2]([OH:5])(=O)=[O:3].[CH3:6][S:7]([N:10]1[C:14]2[CH:15]=[CH:16][CH:17]=[CH:18][C:13]=2[N:12]=[C:11]1[NH2:19])(=[O:9])=[O:8].C(=O)(O)[O-].[Na+], predict the reaction product. The product is: [CH3:6][S:7]([N:10]1[C:14]2[CH:15]=[CH:16][C:17]([S:2]([Cl:1])(=[O:5])=[O:3])=[CH:18][C:13]=2[N:12]=[C:11]1[NH2:19])(=[O:8])=[O:9].